From a dataset of Full USPTO retrosynthesis dataset with 1.9M reactions from patents (1976-2016). Predict the reactants needed to synthesize the given product. (1) Given the product [NH2:30][CH2:29][C@@H:27]([OH:28])[CH2:26][O:25][C:21]1[CH:22]=[CH:23][CH:24]=[C:19]([C:10]2[N:9]=[C:8]3[N:4]([CH:1]([CH3:2])[CH3:3])[N:5]=[CH:6][C:7]3=[C:12]([N:13]3[CH2:18][CH2:17][O:16][CH2:15][CH2:14]3)[CH:11]=2)[CH:20]=1, predict the reactants needed to synthesize it. The reactants are: [CH:1]([N:4]1[C:8]2=[N:9][C:10]([C:19]3[CH:24]=[CH:23][CH:22]=[C:21]([O:25][CH2:26][C@H:27]4[CH2:29][O:28]4)[CH:20]=3)=[CH:11][C:12]([N:13]3[CH2:18][CH2:17][O:16][CH2:15][CH2:14]3)=[C:7]2[CH:6]=[N:5]1)([CH3:3])[CH3:2].[NH3:30]. (2) The reactants are: C(O)(C(F)(F)F)=O.[S:8]1[CH:12]=[CH:11][C:10]([CH:13]2[CH:22]3[CH2:23][CH2:24][N:25]([C:26]([O-:28])=O)[CH:21]3[C:20]3[CH:19]=[CH:18][CH:17]=[CH:16][C:15]=3[NH:14]2)=[CH:9]1.[OH-].[Na+].[C:31]([NH:39][C:40]1[CH:48]=[CH:47][CH:46]=[CH:45][C:41]=1C(O)=O)(=[O:38])[C:32]1[CH:37]=[CH:36][CH:35]=[CH:34][CH:33]=1.C(N(CC)CC)C.CCOC(OC(OCC)=O)=O. Given the product [S:8]1[CH:12]=[CH:11][C:10]([C@H:13]2[C@H:22]3[CH2:23][CH2:24][N:25]([C:26]([C:41]4[CH:45]=[CH:46][CH:47]=[CH:48][C:40]=4[NH:39][C:31](=[O:38])[C:32]4[CH:33]=[CH:34][CH:35]=[CH:36][CH:37]=4)=[O:28])[C@H:21]3[C:20]3[CH:19]=[CH:18][CH:17]=[CH:16][C:15]=3[NH:14]2)=[CH:9]1, predict the reactants needed to synthesize it. (3) Given the product [NH:1]([C:8]([C@H:10]1[N:14]2[C:15](=[O:37])[C:16]([N:19]([CH2:30][C:31]3[CH:32]=[CH:33][CH:34]=[CH:35][CH:36]=3)[C:20]([O:21][CH2:22][C:23]3[CH:24]=[CH:25][CH:26]=[CH:27][CH:28]=3)=[O:29])=[CH:17][N:18]=[C:13]2[C@@H:12]([CH2:49][C:50]([O:52][C:53]([CH3:56])([CH3:55])[CH3:54])=[O:51])[CH2:11]1)=[O:9])[C:2]1[CH:7]=[CH:6][CH:5]=[CH:4][CH:3]=1, predict the reactants needed to synthesize it. The reactants are: [NH:1]([C:8]([C@H:10]1[N:14]2[C:15](=[O:37])[C:16]([N:19]([CH2:30][C:31]3[CH:36]=[CH:35][CH:34]=[CH:33][CH:32]=3)[C:20](=[O:29])[O:21][CH2:22][C:23]3[CH:28]=[CH:27][CH:26]=[CH:25][CH:24]=3)=[CH:17][N:18]=[C:13]2[CH2:12][CH2:11]1)=[O:9])[C:2]1[CH:7]=[CH:6][CH:5]=[CH:4][CH:3]=1.[Li+].C[Si]([N-][Si](C)(C)C)(C)C.Br[CH2:49][C:50]([O:52][C:53]([CH3:56])([CH3:55])[CH3:54])=[O:51]. (4) Given the product [F:36][CH2:37][CH2:38][N:39]1[CH:44]=[CH:43][C:42]([C:16]2[CH:15]=[CH:14][C:13]([C@@H:11]([N:7]3[CH2:6][CH2:5][C@:4]([CH2:3][C:2]([OH:1])([CH3:34])[CH3:35])([C:28]4[CH:33]=[CH:32][CH:31]=[CH:30][CH:29]=4)[O:9][C:8]3=[O:10])[CH3:12])=[CH:18][CH:17]=2)=[CH:41][C:40]1=[O:46], predict the reactants needed to synthesize it. The reactants are: [OH:1][C:2]([CH3:35])([CH3:34])[CH2:3][C@@:4]1([C:28]2[CH:33]=[CH:32][CH:31]=[CH:30][CH:29]=2)[O:9][C:8](=[O:10])[N:7]([C@H:11]([C:13]2[CH:18]=[CH:17][C:16](B3OC(C)(C)C(C)(C)O3)=[CH:15][CH:14]=2)[CH3:12])[CH2:6][CH2:5]1.[F:36][CH2:37][CH2:38][N:39]1[CH:44]=[CH:43][C:42](I)=[CH:41][C:40]1=[O:46].